This data is from Reaction yield outcomes from USPTO patents with 853,638 reactions. The task is: Predict the reaction yield, written as a fraction of the theoretical maximum amount of product (1.0 means a 100% yield; for example, 0.34 means a 34% yield). The product is [Cl:12][C:6]1[N:7]=[CH:8][C:9]2[C:4]([CH:5]=1)=[CH:3][C:2]([C:18]1[N:14]([CH3:13])[N:15]=[N:16][CH:17]=1)=[CH:11][CH:10]=2. The catalyst is CC(N(C)C)=O.[Cl-].[Na+].O.CC([O-])=O.CC([O-])=O.[Pd+2]. The yield is 0.310. The reactants are Br[C:2]1[CH:3]=[C:4]2[C:9](=[CH:10][CH:11]=1)[CH:8]=[N:7][C:6]([Cl:12])=[CH:5]2.[CH3:13][N:14]1[CH:18]=[CH:17][N:16]=[N:15]1.CC([O-])=O.[K+].